This data is from Full USPTO retrosynthesis dataset with 1.9M reactions from patents (1976-2016). The task is: Predict the reactants needed to synthesize the given product. (1) Given the product [CH3:21][O:22][C:23]1[CH:28]=[C:27]([C:2]2[C:11]3[C:6](=[C:7]([O:12][CH3:13])[CH:8]=[CH:9][CH:10]=3)[CH:5]=[C:4]([NH:14][C:15]3[CH:19]=[C:18]([CH3:20])[NH:17][N:16]=3)[N:3]=2)[CH:26]=[CH:25][CH:24]=1, predict the reactants needed to synthesize it. The reactants are: Cl[C:2]1[C:11]2[C:6](=[C:7]([O:12][CH3:13])[CH:8]=[CH:9][CH:10]=2)[CH:5]=[C:4]([NH:14][C:15]2[CH:19]=[C:18]([CH3:20])[NH:17][N:16]=2)[N:3]=1.[CH3:21][O:22][C:23]1[CH:24]=[C:25](B(O)O)[CH:26]=[CH:27][CH:28]=1. (2) The reactants are: [NH:1]1[CH2:6][CH2:5][CH:4]([N:7]2[C:15]3[C:10](=[N:11][CH:12]=[CH:13][CH:14]=3)[NH:9][C:8]2=[O:16])[CH2:3][CH2:2]1.Cl[C:18]1[CH:23]=[C:22]([C:24]([N:26]2[C:34]3[C:29](=[CH:30][C:31]([F:36])=[C:32]([F:35])[CH:33]=3)[CH2:28][CH2:27]2)=[O:25])[CH:21]=[CH:20][N:19]=1. Given the product [F:36][C:31]1[CH:30]=[C:29]2[C:34](=[CH:33][C:32]=1[F:35])[N:26]([C:24]([C:22]1[CH:21]=[CH:20][N:19]=[C:18]([N:1]3[CH2:2][CH2:3][CH:4]([N:7]4[C:15]5[C:10](=[N:11][CH:12]=[CH:13][CH:14]=5)[NH:9][C:8]4=[O:16])[CH2:5][CH2:6]3)[CH:23]=1)=[O:25])[CH2:27][CH2:28]2, predict the reactants needed to synthesize it. (3) Given the product [CH2:3]([O:7][C:8]1[N:9]=[CH:10][N:11]=[C:12]([N:14]2[CH2:19][CH2:18][N:17]([C:29](=[O:30])[CH2:28][NH:27][C:25](=[O:26])[O:24][C:20]([CH3:21])([CH3:22])[CH3:23])[CH2:16][CH2:15]2)[CH:13]=1)[CH:4]([CH3:6])[CH3:5], predict the reactants needed to synthesize it. The reactants are: Cl.Cl.[CH2:3]([O:7][C:8]1[CH:13]=[C:12]([N:14]2[CH2:19][CH2:18][NH:17][CH2:16][CH2:15]2)[N:11]=[CH:10][N:9]=1)[CH:4]([CH3:6])[CH3:5].[C:20]([O:24][C:25]([NH:27][CH2:28][C:29](O)=[O:30])=[O:26])([CH3:23])([CH3:22])[CH3:21]. (4) Given the product [C:30]([C:27]1([C:23]2[CH:22]=[C:21]([CH:26]=[CH:25][CH:24]=2)[C:20]([NH:19][C:14]2[CH:15]=[CH:16][C:17]([CH3:18])=[C:12]([O:11][C:9]3[CH:8]=[CH:7][C:5]4[N:6]=[C:2]([NH:1][C:37](=[O:36])[CH2:38][OH:39])[S:3][C:4]=4[CH:10]=3)[CH:13]=2)=[O:32])[CH2:29][CH2:28]1)#[N:31], predict the reactants needed to synthesize it. The reactants are: [NH2:1][C:2]1[S:3][C:4]2[CH:10]=[C:9]([O:11][C:12]3[CH:13]=[C:14]([NH:19][C:20](=[O:32])[C:21]4[CH:26]=[CH:25][CH:24]=[C:23]([C:27]5([C:30]#[N:31])[CH2:29][CH2:28]5)[CH:22]=4)[CH:15]=[CH:16][C:17]=3[CH3:18])[CH:8]=[CH:7][C:5]=2[N:6]=1.C([O:36][CH2:37][C:38](Cl)=[O:39])(=O)C.[OH-].[Na+]. (5) Given the product [C:15]1([CH2:21][S:22]([NH:14][NH:13][C:11]([C:6]2[NH:7][C:8]3[C:4]([CH:5]=2)=[CH:3][C:2]([Cl:1])=[CH:10][CH:9]=3)=[O:12])(=[O:24])=[O:23])[CH:20]=[CH:19][CH:18]=[CH:17][CH:16]=1, predict the reactants needed to synthesize it. The reactants are: [Cl:1][C:2]1[CH:3]=[C:4]2[C:8](=[CH:9][CH:10]=1)[NH:7][C:6]([C:11]([NH:13][NH2:14])=[O:12])=[CH:5]2.[C:15]1([CH2:21][S:22](Cl)(=[O:24])=[O:23])[CH:20]=[CH:19][CH:18]=[CH:17][CH:16]=1.CCN(C(C)C)C(C)C. (6) Given the product [Br:1][C:2]1[CH:3]=[C:4]2[C:8](=[CH:9][CH:10]=1)[NH:7][C:6]([C:11]([NH:13][CH2:14][CH2:15][C:16]([OH:18])=[O:17])=[O:12])=[CH:5]2, predict the reactants needed to synthesize it. The reactants are: [Br:1][C:2]1[CH:3]=[C:4]2[C:8](=[CH:9][CH:10]=1)[NH:7][C:6]([C:11]([NH:13][CH2:14][CH2:15][C:16]([O:18]CC)=[O:17])=[O:12])=[CH:5]2.O.[OH-].[Li+].CO.Cl. (7) Given the product [OH:25][C@H:24]([C:26]1[CH:27]=[CH:28][C:29]([O:46][CH2:47][O:48][CH2:49][CH2:50][Si:51]([CH3:52])([CH3:53])[CH3:54])=[C:30]([N:32]([CH2:47][O:48][CH2:49][CH2:50][Si:51]([CH3:54])([CH3:53])[CH3:52])[S:33]([CH3:36])(=[O:34])=[O:35])[CH:31]=1)[CH2:23][NH:22][CH2:21][CH2:1][O:2][C:3]1[CH:8]=[CH:7][C:6]([C:6]2[CH:7]=[CH:8][C:3]([O:2][CH3:1])=[CH:4][CH:5]=2)=[CH:5][CH:4]=1, predict the reactants needed to synthesize it. The reactants are: [CH3:1][O:2][C:3]1[CH:8]=[CH:7][C:6](B(O)O)=[CH:5][CH:4]=1.[F-].[Cs+].BrC1C=CC(OC[CH2:21][NH:22][CH2:23][C@@H:24]([C:26]2[CH:27]=[CH:28][C:29]([O:46][CH2:47][O:48][CH2:49][CH2:50][Si:51]([CH3:54])([CH3:53])[CH3:52])=[C:30]([N:32](OCOCC[Si](C)(C)C)[S:33]([CH3:36])(=[O:35])=[O:34])[CH:31]=2)[OH:25])=CC=1. (8) Given the product [NH:1]([C:28]([O:30][C:31]([CH3:34])([CH3:33])[CH3:32])=[O:29])[CH2:2][C:3]([NH:5][C@H:6]([C:14]([NH:16][CH2:17][C:18]([OH:20])=[O:19])=[O:15])[CH2:7][C:8]1[CH:13]=[CH:12][CH:11]=[CH:10][CH:9]=1)=[O:4], predict the reactants needed to synthesize it. The reactants are: [NH:1]([C:28]([O:30][C:31]([CH3:34])([CH3:33])[CH3:32])=[O:29])[CH2:2][C:3]([NH:5][C@H:6]([C:14]([NH:16][CH2:17][C:18]([O:20]CC1C=CC=CC=1)=[O:19])=[O:15])[CH2:7][C:8]1[CH:13]=[CH:12][CH:11]=[CH:10][CH:9]=1)=[O:4]. (9) Given the product [C:13]1([C:11]2([C:8]3[CH:7]=[CH:6][CH:5]=[CH:10][CH:9]=3)[O:12][CH:23]2[C:24]([O:26][CH3:27])=[O:25])[CH:14]=[CH:15][CH:16]=[CH:17][CH:18]=1, predict the reactants needed to synthesize it. The reactants are: C[O-].[Na+].C[C:5]1[CH:10]=[CH:9][C:8]([C:11]([C:13]2[CH:18]=[CH:17][C:16](OC)=[CH:15][C:14]=2O)=[O:12])=[CH:7][CH:6]=1.Cl[CH2:23][C:24]([O:26][CH3:27])=[O:25].O.